This data is from Catalyst prediction with 721,799 reactions and 888 catalyst types from USPTO. The task is: Predict which catalyst facilitates the given reaction. Reactant: [NH2:1][C:2]1[NH:6][N:5]=[C:4]([NH:7][C:8]2[CH:13]=[CH:12][CH:11]=[C:10]([Cl:14])[CH:9]=2)[C:3]=1[C:15]#[N:16].[Cl:17][C:18]1[N:25]=[CH:24][CH:23]=[CH:22][C:19]=1[CH:20]=O.N1CCCCC1.[BH4-].[Na+]. Product: [Cl:14][C:10]1[CH:9]=[C:8]([NH:7][C:4]2[C:3]([C:15]#[N:16])=[C:2]([NH:1][CH2:20][C:19]3[C:18]([Cl:17])=[N:25][CH:24]=[CH:23][CH:22]=3)[NH:6][N:5]=2)[CH:13]=[CH:12][CH:11]=1. The catalyst class is: 357.